Dataset: Full USPTO retrosynthesis dataset with 1.9M reactions from patents (1976-2016). Task: Predict the reactants needed to synthesize the given product. (1) Given the product [CH2:1]([O:8][C:9]1[CH:10]=[CH:11][C:12]([CH2:13][CH:14]([CH2:25][CH2:26][CH3:27])[C:15]([OH:17])=[O:16])=[CH:28][CH:29]=1)[C:2]1[CH:3]=[CH:4][CH:5]=[CH:6][CH:7]=1, predict the reactants needed to synthesize it. The reactants are: [CH2:1]([O:8][C:9]1[CH:29]=[CH:28][C:12]([CH2:13][C:14]([CH2:25][CH2:26][CH3:27])(C(OCC)=O)[C:15]([O:17]CC)=[O:16])=[CH:11][CH:10]=1)[C:2]1[CH:7]=[CH:6][CH:5]=[CH:4][CH:3]=1.[OH-].[K+]. (2) Given the product [S:23]([N:22]1[C:38]2[C:33](=[CH:34][C:35]3[N:45]([S:46]([C:49]4[CH:50]=[CH:51][C:52]([CH3:55])=[CH:53][CH:54]=4)(=[O:48])=[O:47])[C:40]4[C:39]([C:36]=3[CH:37]=2)=[CH:44][CH:43]=[CH:42][CH:41]=4)[C:16]2[C:17]1=[CH:18][CH:19]=[CH:20][CH:21]=2)([C:26]1[CH:27]=[CH:28][C:29]([CH3:32])=[CH:30][CH:31]=1)(=[O:25])=[O:24], predict the reactants needed to synthesize it. The reactants are: C([O-])(=O)C.C([O-])(=O)C.C1([I+2])C=CC=CC=1.[C:16]1([C:33]2[CH:38]=[CH:37][C:36]([C:39]3[CH:44]=[CH:43][CH:42]=[CH:41][C:40]=3[NH:45][S:46]([C:49]3[CH:54]=[CH:53][C:52]([CH3:55])=[CH:51][CH:50]=3)(=[O:48])=[O:47])=[CH:35][CH:34]=2)[CH:21]=[CH:20][CH:19]=[CH:18][C:17]=1[NH:22][S:23]([C:26]1[CH:31]=[CH:30][C:29]([CH3:32])=[CH:28][CH:27]=1)(=[O:25])=[O:24]. (3) Given the product [Cl:1][C:2]1[CH:3]=[C:4]([C:8]2[N:9]=[C:10]([N:16]3[C:17]4[CH:22]=[C:21]([O:23][CH2:24][CH2:25][OH:26])[C:20]([O:33][CH3:34])=[CH:19][C:18]=4[N:35]=[CH:40]3)[S:11][C:12]=2[C:13]([NH2:15])=[O:14])[CH:5]=[CH:6][CH:7]=1, predict the reactants needed to synthesize it. The reactants are: [Cl:1][C:2]1[CH:3]=[C:4]([C:8]2[N:9]=[C:10]([NH:16][C:17]3[CH:22]=[C:21]([O:23][CH2:24][CH2:25][O:26]C4CCCCO4)[C:20]([O:33][CH3:34])=[CH:19][C:18]=3[N+:35]([O-])=O)[S:11][C:12]=2[C:13]([NH2:15])=[O:14])[CH:5]=[CH:6][CH:7]=1.[H][H].[CH:40](O)=O. (4) Given the product [CH3:25][O:24][C:22]([C:16]1([N:15]([S:12]([C:9]2[CH:10]=[CH:11][C:6]([O:5][CH2:1][C:2]#[C:3][CH3:4])=[CH:7][CH:8]=2)(=[O:14])=[O:13])[CH3:26])[CH2:21][CH2:20][CH2:19][CH2:18][CH2:17]1)=[O:23], predict the reactants needed to synthesize it. The reactants are: [CH2:1]([O:5][C:6]1[CH:11]=[CH:10][C:9]([S:12]([NH:15][C:16]2([C:22]([O:24][CH3:25])=[O:23])[CH2:21][CH2:20][CH2:19][CH2:18][CH2:17]2)(=[O:14])=[O:13])=[CH:8][CH:7]=1)[C:2]#[C:3][CH3:4].[C:26](=O)([O-])[O-].[K+].[K+].CI. (5) Given the product [CH3:1][C@H:2]1[CH2:7][CH2:6][CH2:5][CH2:4][C@H:3]1[NH:8][C:9]1[C:10]2[N:11]([CH:17]=[C:18]([N+:20]([O-:22])=[O:21])[CH:19]=2)[N:12]=[CH:13][C:14]=1[C:15]([NH2:16])=[O:24], predict the reactants needed to synthesize it. The reactants are: [CH3:1][C@H:2]1[CH2:7][CH2:6][CH2:5][CH2:4][C@H:3]1[NH:8][C:9]1[C:10]2[N:11]([CH:17]=[C:18]([N+:20]([O-:22])=[O:21])[CH:19]=2)[N:12]=[CH:13][C:14]=1[C:15]#[N:16].[NH4+].[OH-:24].OO.